This data is from Forward reaction prediction with 1.9M reactions from USPTO patents (1976-2016). The task is: Predict the product of the given reaction. (1) Given the reactants C[Si](C)(C)[C:3]1[C:4](=[O:9])CCCC=1.CCC(C)[BH-](C(C)CC)C(C)CC.[Li+].C1(N([S:33]([C:36]([F:39])([F:38])[F:37])(=[O:35])=[O:34])[S:33]([C:36]([F:39])([F:38])[F:37])(=[O:35])=[O:34])C=CC=CC=1, predict the reaction product. The product is: [O:3]([CH:4]=[CH2:9])[S:33]([C:36]([F:39])([F:38])[F:37])(=[O:35])=[O:34]. (2) Given the reactants [CH:1]([Mg]Cl)([CH3:3])[CH3:2].C([Li])CCC.[Br:11][C:12]1[C:17]([CH3:18])=[CH:16][C:15](Br)=[CH:14][C:13]=1[CH3:20].BrCC=C, predict the reaction product. The product is: [CH2:3]([C:15]1[CH:14]=[C:13]([CH3:20])[C:12]([Br:11])=[C:17]([CH3:18])[CH:16]=1)[CH:1]=[CH2:2].